Dataset: Peptide-MHC class I binding affinity with 185,985 pairs from IEDB/IMGT. Task: Regression. Given a peptide amino acid sequence and an MHC pseudo amino acid sequence, predict their binding affinity value. This is MHC class I binding data. The binding affinity (normalized) is 0.0148. The peptide sequence is LTDTEYRAR. The MHC is HLA-A68:01 with pseudo-sequence HLA-A68:01.